Dataset: Full USPTO retrosynthesis dataset with 1.9M reactions from patents (1976-2016). Task: Predict the reactants needed to synthesize the given product. (1) The reactants are: Br[C:2]1[CH:35]=[CH:34][C:5]([CH2:6][C:7]2[N:8]([C:20]3[CH:25]=[CH:24][C:23]([N:26]4[S:30](=[O:32])(=[O:31])[NH:29][C:28](=[O:33])[CH2:27]4)=[CH:22][CH:21]=3)[CH:9]=[C:10]([C:12]3[CH:17]=[CH:16][C:15]([F:18])=[CH:14][C:13]=3[F:19])[N:11]=2)=[CH:4][CH:3]=1.[C:36]([C:40]1[CH:45]=[CH:44][C:43](B(O)O)=[CH:42][CH:41]=1)([CH3:39])([CH3:38])[CH3:37]. Given the product [C:36]([C:40]1[CH:45]=[CH:44][C:43]([C:2]2[CH:35]=[CH:34][C:5]([CH2:6][C:7]3[N:8]([C:20]4[CH:25]=[CH:24][C:23]([N:26]5[S:30](=[O:31])(=[O:32])[NH:29][C:28](=[O:33])[CH2:27]5)=[CH:22][CH:21]=4)[CH:9]=[C:10]([C:12]4[CH:17]=[CH:16][C:15]([F:18])=[CH:14][C:13]=4[F:19])[N:11]=3)=[CH:4][CH:3]=2)=[CH:42][CH:41]=1)([CH3:39])([CH3:38])[CH3:37], predict the reactants needed to synthesize it. (2) Given the product [F:1][C:2]1[CH:3]=[CH:4][C:5]2[N:6]([C:8]([N:11]3[CH2:16][CH2:15][CH:14]([CH2:17][CH2:18][O:37][Si:30]([CH:31]([CH3:33])[CH3:32])([CH:34]([CH3:36])[CH3:35])[CH:27]([CH3:28])[CH3:29])[CH2:13][CH2:12]3)=[N:9][N:10]=2)[CH:7]=1, predict the reactants needed to synthesize it. The reactants are: [F:1][C:2]1[CH:3]=[CH:4][C:5]2[N:6]([C:8]([N:11]3[CH2:16][CH2:15][CH:14]([CH:17](O)[CH3:18])[CH2:13][CH2:12]3)=[N:9][N:10]=2)[CH:7]=1.CCN(CC)CC.[CH:27]([Si:30]([O:37]S(C(F)(F)F)(=O)=O)([CH:34]([CH3:36])[CH3:35])[CH:31]([CH3:33])[CH3:32])([CH3:29])[CH3:28].